Task: Predict which catalyst facilitates the given reaction.. Dataset: Catalyst prediction with 721,799 reactions and 888 catalyst types from USPTO (1) Reactant: N[CH:2]([OH:4])[CH3:3].[CH2:5]([O:12][C:13](Cl)=[O:14])[C:6]1[CH:11]=[CH:10][CH:9]=[CH:8][CH:7]=1.C([N:18](CC)CC)C. Product: [CH2:5]([O:12][C:13](=[O:14])[NH:18][CH2:3][CH2:2][OH:4])[C:6]1[CH:11]=[CH:10][CH:9]=[CH:8][CH:7]=1. The catalyst class is: 2. (2) Reactant: [Cl:1][C:2]1[CH:3]=[C:4]([CH:23]=[CH:24][C:25]=1[F:26])[CH2:5][N:6]1[CH2:15][CH2:14][C:13]2[C:12]([C:16]([O:18][CH2:19][CH3:20])=[O:17])=[N:11][CH:10]=[C:9]([OH:21])[C:8]=2[C:7]1=[O:22].[CH3:27][Si](C=[N+]=[N-])(C)C. Product: [Cl:1][C:2]1[CH:3]=[C:4]([CH:23]=[CH:24][C:25]=1[F:26])[CH2:5][N:6]1[CH2:15][CH2:14][C:13]2[C:12]([C:16]([O:18][CH2:19][CH3:20])=[O:17])=[N:11][CH:10]=[C:9]([O:21][CH3:27])[C:8]=2[C:7]1=[O:22]. The catalyst class is: 98. (3) Reactant: [Br:1][C:2]1[C:7]([OH:8])=[CH:6][CH:5]=[CH:4][N:3]=1.C(N(C(C)C)C(C)C)C.[CH2:18]([Si:20]([CH2:28][CH3:29])([CH2:26][CH3:27])[CH2:21][CH2:22][O:23][CH2:24]Cl)[CH3:19].O. Product: [Br:1][C:2]1[C:7]([O:8][CH2:24][O:23][CH2:22][CH2:21][Si:20]([CH2:26][CH3:27])([CH2:18][CH3:19])[CH2:28][CH3:29])=[CH:6][CH:5]=[CH:4][N:3]=1. The catalyst class is: 22. (4) Reactant: [CH3:1][O:2][C:3]1[CH:4]=[CH:5][C:6]2[S:12][CH2:11][CH2:10][NH:9][CH2:8][C:7]=2[N:13]=1.[F:14][C:15]1[CH:24]=[C:23]([CH:25]=O)[CH:22]=[CH:21][C:16]=1[C:17]([O:19][CH3:20])=[O:18].C(O[BH-](OC(=O)C)OC(=O)C)(=O)C.[Na+]. Product: [F:14][C:15]1[CH:24]=[C:23]([CH2:25][N:9]2[CH2:8][C:7]3[N:13]=[C:3]([O:2][CH3:1])[CH:4]=[CH:5][C:6]=3[S:12][CH2:11][CH2:10]2)[CH:22]=[CH:21][C:16]=1[C:17]([O:19][CH3:20])=[O:18]. The catalyst class is: 26.